Dataset: Full USPTO retrosynthesis dataset with 1.9M reactions from patents (1976-2016). Task: Predict the reactants needed to synthesize the given product. (1) Given the product [NH2:28][CH2:12][C@@H:13]1[CH2:18][CH2:17][N:16]([C:19]([O:21][C:22]([CH3:25])([CH3:24])[CH3:23])=[O:20])[CH2:15][C@H:14]1[O:26][CH3:27], predict the reactants needed to synthesize it. The reactants are: CC1C=CC(S(O[CH2:12][C@@H:13]2[CH2:18][CH2:17][N:16]([C:19]([O:21][C:22]([CH3:25])([CH3:24])[CH3:23])=[O:20])[CH2:15][C@H:14]2[O:26][CH3:27])(=O)=O)=CC=1.[NH3:28]. (2) The reactants are: Br[CH2:2][C:3]([C:5]1[S:9][C:8]([NH:10][C:11](=[O:13])[CH3:12])=[N:7][C:6]=1[CH3:14])=O.Br.[CH:16]([O:19][C:20]1[CH:25]=[CH:24][CH:23]=[CH:22][C:21]=1[NH:26][C:27]([NH2:29])=[S:28])([CH3:18])[CH3:17]. Given the product [CH:16]([O:19][C:20]1[CH:25]=[CH:24][CH:23]=[CH:22][C:21]=1[NH:26][C:27]1[S:28][CH:2]=[C:3]([C:5]2[S:9][C:8]([NH:10][C:11](=[O:13])[CH3:12])=[N:7][C:6]=2[CH3:14])[N:29]=1)([CH3:18])[CH3:17], predict the reactants needed to synthesize it. (3) Given the product [Br:1][C:2]1[CH:6]=[N:5][N:4]([CH3:7])[C:3]=1[C:8]1[CH:9]=[C:10]([NH:23][C:29]([CH:24]2[CH2:28][CH2:27][CH2:26][CH2:25]2)=[O:30])[CH:11]=[CH:12][C:13]=1[O:14][CH2:15][CH2:16][N:17]1[CH2:18][CH2:19][O:20][CH2:21][CH2:22]1, predict the reactants needed to synthesize it. The reactants are: [Br:1][C:2]1[CH:6]=[N:5][N:4]([CH3:7])[C:3]=1[C:8]1[CH:9]=[C:10]([NH2:23])[CH:11]=[CH:12][C:13]=1[O:14][CH2:15][CH2:16][N:17]1[CH2:22][CH2:21][O:20][CH2:19][CH2:18]1.[CH:24]1([C:29](O)=[O:30])[CH2:28][CH2:27][CH2:26][CH2:25]1.CN(C(ON1N=NC2C=CC=NC1=2)=[N+](C)C)C.F[P-](F)(F)(F)(F)F.C(N(CC)CC)C. (4) Given the product [NH2:35][C:32]1[N:31]=[CH:30][N:29]=[C:28]2[C:33]=1[N:34]=[C:26]([S:25][C:17]1[C:16]([Br:15])=[CH:24][C:20]3[O:21][CH2:22][O:23][C:19]=3[CH:18]=1)[N:27]2[CH2:36][CH2:37][CH:38]1[CH2:39][CH2:40][N:41]([S:1]([NH2:2])(=[O:13])=[O:3])[CH2:42][CH2:43]1, predict the reactants needed to synthesize it. The reactants are: [S:1](=O)(=[O:13])([O:3]C1C=CC([N+]([O-])=O)=CC=1)[NH2:2].[Br:15][C:16]1[C:17]([S:25][C:26]2[N:27]([CH2:36][CH2:37][CH:38]3[CH2:43][CH2:42][NH:41][CH2:40][CH2:39]3)[C:28]3[C:33]([N:34]=2)=[C:32]([NH2:35])[N:31]=[CH:30][N:29]=3)=[CH:18][C:19]2[O:23][CH2:22][O:21][C:20]=2[CH:24]=1.C(N(CC)CC)C. (5) Given the product [Br:12][C:13]1[CH:14]=[CH:15][C:16]([C:19]2([C:25]#[N:26])[CH2:20][CH2:21][N:22]([CH2:10][C:8]([OH:11])([CH3:9])[CH3:7])[CH2:23][CH2:24]2)=[N:17][CH:18]=1, predict the reactants needed to synthesize it. The reactants are: N1CCOCC1.[CH3:7][C:8]1([O:11][CH2:10]1)[CH3:9].[Br:12][C:13]1[CH:14]=[CH:15][C:16]([C:19]2([C:25]#[N:26])[CH2:24][CH2:23][NH:22][CH2:21][CH2:20]2)=[N:17][CH:18]=1.C(=O)(O)[O-].[Na+].